The task is: Predict the reactants needed to synthesize the given product.. This data is from Full USPTO retrosynthesis dataset with 1.9M reactions from patents (1976-2016). (1) Given the product [C:99]([C:97]1[CH:96]=[C:95]([NH:102][C:103]([NH:105][CH2:106][CH2:107][CH2:108][N:109]([CH2:114][CH2:115][CH2:116][NH:117][C:75]([NH:77][C:78]2[CH:79]=[C:80]([C:87](=[O:89])[CH3:88])[CH:81]=[C:82]([C:84](=[O:86])[CH3:85])[CH:83]=2)=[O:76])[CH2:110][CH2:111][CH2:112][NH:113][C:75]([NH:77][C:78]2[CH:83]=[C:82]([C:84](=[O:86])[CH3:85])[CH:81]=[C:80]([C:87](=[O:89])[CH3:88])[CH:79]=2)=[O:76])=[O:104])[CH:94]=[C:93]([C:90](=[O:92])[CH3:91])[CH:98]=1)(=[O:101])[CH3:100], predict the reactants needed to synthesize it. The reactants are: Cl.Cl.Cl.Cl.Cl.Cl.Cl.C(NN=C(NCCCN(CCCN[C:75]([NH:77][C:78]1[CH:83]=[C:82]([C:84](=[O:86])[CH3:85])[CH:81]=[C:80]([C:87](=[O:89])[CH3:88])[CH:79]=1)=[O:76])CCCNC(=NNC(=N)N)NC1C=C(C(=NNC(=N)N)C)C=C(C(=NNC(=N)N)C)C=1)NC1C=C(C(=NNC(=N)N)C)C=C(C(=NNC(=N)N)C)C=1)(=N)N.[C:90]([C:93]1[CH:94]=[C:95]([N:102]=[C:103]=[O:104])[CH:96]=[C:97]([C:99](=[O:101])[CH3:100])[CH:98]=1)(=[O:92])[CH3:91].[NH2:105][CH2:106][CH2:107][CH2:108][N:109]([CH2:114][CH2:115][CH2:116][NH2:117])[CH2:110][CH2:111][CH2:112][NH2:113]. (2) Given the product [CH3:10][S:11]([N:14]1[CH2:19][CH2:18][N:17]([C:2]2[N:7]=[C:6]([CH:8]=[O:9])[CH:5]=[CH:4][CH:3]=2)[CH2:16][CH2:15]1)(=[O:13])=[O:12], predict the reactants needed to synthesize it. The reactants are: Br[C:2]1[N:7]=[C:6]([CH:8]=[O:9])[CH:5]=[CH:4][CH:3]=1.[CH3:10][S:11]([N:14]1[CH2:19][CH2:18][NH:17][CH2:16][CH2:15]1)(=[O:13])=[O:12].C(=O)([O-])[O-].[K+].[K+].Cl. (3) Given the product [CH3:1][O:2][C:3]1[CH:4]=[C:5]2[C:10](=[CH:11][CH:12]=1)[CH:9]=[C:8]([C@H:13]([CH3:17])[C:14]([O:16][C:39]1[CH:38]=[CH:37][CH:36]=[C:35]([C@H:32]([CH2:33][CH3:34])[C@@H:31]([CH3:42])[CH2:30][N:29]([CH3:43])[CH3:28])[CH:40]=1)=[O:15])[CH:7]=[CH:6]2, predict the reactants needed to synthesize it. The reactants are: [CH3:1][O:2][C:3]1[CH:4]=[C:5]2[C:10](=[CH:11][CH:12]=1)[CH:9]=[C:8]([C@H:13]([CH3:17])[C:14]([OH:16])=[O:15])[CH:7]=[CH:6]2.CNC1(NC)C=CN=CC1.[CH3:28][N:29]([CH3:43])[CH2:30][C@H:31]([CH3:42])[C@H:32]([C:35]1[CH:36]=[C:37](O)[CH:38]=[CH:39][CH:40]=1)[CH2:33][CH3:34].C1(N=C=NC2CCCCC2)CCCCC1.